This data is from Full USPTO retrosynthesis dataset with 1.9M reactions from patents (1976-2016). The task is: Predict the reactants needed to synthesize the given product. (1) Given the product [NH2:17][C:16]1[CH:15]=[CH:14][C:5]([CH2:6][N:7]2[CH2:12][CH2:11][CH:10]([OH:13])[CH2:9][CH2:8]2)=[CH:4][C:3]=1[O:2][CH3:1], predict the reactants needed to synthesize it. The reactants are: [CH3:1][O:2][C:3]1[CH:4]=[C:5]([CH:14]=[CH:15][C:16]=1[N+:17]([O-])=O)[CH2:6][N:7]1[CH2:12][CH2:11][CH:10]([OH:13])[CH2:9][CH2:8]1. (2) Given the product [C:24]([O:22][CH:13]([C:10]1[CH:9]=[CH:8][C:7]([C:4]2[O:5][CH2:6][C:2]([CH3:23])([CH3:1])[N:3]=2)=[CH:12][CH:11]=1)[C:14]1[CH:19]=[CH:18][CH:17]=[CH:16][C:15]=1[O:20][CH3:21])(=[O:26])[CH3:25], predict the reactants needed to synthesize it. The reactants are: [CH3:1][C:2]1([CH3:23])[CH2:6][O:5][C:4]([C:7]2[CH:12]=[CH:11][C:10]([CH:13]([OH:22])[C:14]3[CH:19]=[CH:18][CH:17]=[CH:16][C:15]=3[O:20][CH3:21])=[CH:9][CH:8]=2)=[N:3]1.[C:24](OC(=O)C)(=[O:26])[CH3:25].CO. (3) Given the product [NH2:9][C@@H:8]([CH2:1][C:2]1[CH:3]=[CH:4][CH:5]=[CH:6][CH:7]=1)[C@@H:12]([OH:11])[CH2:13][CH:14]([NH:29][C:30](=[O:31])[O:32][CH2:33][C:34]1[CH:35]=[CH:36][CH:37]=[CH:38][CH:39]=1)[CH2:15][C:16]1[CH:17]=[CH:18][C:19]([C:22]2[CH:27]=[CH:26][C:25]([CH3:28])=[CH:24][N:23]=2)=[CH:20][CH:21]=1, predict the reactants needed to synthesize it. The reactants are: [CH2:1]([C@H:8]1[C@H:12]([CH2:13][CH:14]([NH:29][C:30]([O:32][CH2:33][C:34]2[CH:39]=[CH:38][CH:37]=[CH:36][CH:35]=2)=[O:31])[CH2:15][C:16]2[CH:21]=[CH:20][C:19]([C:22]3[CH:27]=[CH:26][C:25]([CH3:28])=[CH:24][N:23]=3)=[CH:18][CH:17]=2)[O:11]C(C)(C)[N:9]1C(OC(C)(C)C)=O)[C:2]1[CH:7]=[CH:6][CH:5]=[CH:4][CH:3]=1.CO.Cl. (4) Given the product [NH2:28][C:24]1[O:1][C:2]2[C:10]([CH:17]([C:16]3[CH:15]=[C:14]([O:13][CH3:12])[CH:21]=[C:20]([O:22][CH3:23])[CH:19]=3)[C:25]=1[C:26]#[N:27])=[CH:9][CH:8]=[C:7]1[N:6]([CH3:11])[CH:5]=[CH:4][C:3]=21, predict the reactants needed to synthesize it. The reactants are: [OH:1][C:2]1[CH:10]=[CH:9][CH:8]=[C:7]2[C:3]=1[CH:4]=[CH:5][N:6]2[CH3:11].[CH3:12][O:13][C:14]1[CH:15]=[C:16]([CH:19]=[C:20]([O:22][CH3:23])[CH:21]=1)[CH:17]=O.[C:24](#[N:28])[CH2:25][C:26]#[N:27]. (5) Given the product [NH2:3][O:12][CH2:13][C:14]1[CH:19]=[CH:18][C:17]([CH2:20][CH2:21][C:22]2[N:23]=[C:24]([NH:27][C:28](=[O:30])[CH3:29])[S:25][CH:26]=2)=[CH:16][CH:15]=1, predict the reactants needed to synthesize it. The reactants are: O=C1C2C(=CC=CC=2)C(=O)[N:3]1[O:12][CH2:13][C:14]1[CH:19]=[CH:18][C:17]([CH2:20][CH2:21][C:22]2[N:23]=[C:24]([NH:27][C:28](=[O:30])[CH3:29])[S:25][CH:26]=2)=[CH:16][CH:15]=1.CNN. (6) Given the product [CH:1]1([CH2:4][C:5]2[C:13]3[C:8](=[CH:9][CH:10]=[CH:11][CH:12]=3)[N:7]([CH2:14][C:15]3[CH:20]=[CH:19][CH:18]=[C:17]([C:21]([F:23])([F:24])[F:22])[CH:16]=3)[C:6]=2[C:25]([O:27][CH2:28][CH3:29])=[O:26])[CH2:3][CH2:2]1, predict the reactants needed to synthesize it. The reactants are: [C:1]1(=[CH:4][C:5]2[C:13]3[C:8](=[CH:9][CH:10]=[CH:11][CH:12]=3)[N:7]([CH2:14][C:15]3[CH:20]=[CH:19][CH:18]=[C:17]([C:21]([F:24])([F:23])[F:22])[CH:16]=3)[C:6]=2[C:25]([O:27][CH2:28][CH3:29])=[O:26])[CH2:3][CH2:2]1.[H][H]. (7) Given the product [C:24]1(=[O:26])[NH:8][CH2:9][CH2:10][N:11]2[CH2:16][CH2:15][NH:14][CH2:13][CH:12]12, predict the reactants needed to synthesize it. The reactants are: CC(OC([NH:8][CH2:9][CH2:10][N:11]1[CH2:16][CH2:15][N:14](C(OC(C)(C)C)=O)[CH2:13][CH:12]1[C:24]([O:26]CC)=O)=O)(C)C.C(O)(C(F)(F)F)=O. (8) Given the product [CH2:18]([N:17]([CH2:20][CH3:21])[C:16]1[C:2]([NH:1][C:22](=[O:29])[C:23]2[CH:28]=[CH:27][CH:26]=[CH:25][CH:24]=2)=[CH:3][C:4]2[N:8]=[C:7]([CH:9]3[CH2:14][CH2:13][CH2:12][CH2:11][CH2:10]3)[NH:6][C:5]=2[CH:15]=1)[CH3:19], predict the reactants needed to synthesize it. The reactants are: [NH2:1][C:2]1[C:16]([N:17]([CH2:20][CH3:21])[CH2:18][CH3:19])=[CH:15][C:5]2[NH:6][C:7]([CH:9]3[CH2:14][CH2:13][CH2:12][CH2:11][CH2:10]3)=[N:8][C:4]=2[CH:3]=1.[C:22](Cl)(=[O:29])[C:23]1[CH:28]=[CH:27][CH:26]=[CH:25][CH:24]=1.